Task: Predict the product of the given reaction.. Dataset: Forward reaction prediction with 1.9M reactions from USPTO patents (1976-2016) (1) Given the reactants [C:1]([N:8]([CH3:16])[C@H:9]1[CH2:14][CH2:13][C@H:12]([NH2:15])[CH2:11][CH2:10]1)([O:3][C:4]([CH3:7])([CH3:6])[CH3:5])=[O:2].[Br:17][C:18]1[CH:19]=[CH:20][C:21]([O:26][CH3:27])=[C:22]([CH:25]=1)[CH:23]=O, predict the reaction product. The product is: [C:4]([O:3][C:1](=[O:2])[N:8]([CH:9]1[CH2:10][CH2:11][CH:12]([NH:15][CH2:23][C:22]2[CH:25]=[C:18]([Br:17])[CH:19]=[CH:20][C:21]=2[O:26][CH3:27])[CH2:13][CH2:14]1)[CH3:16])([CH3:7])([CH3:6])[CH3:5]. (2) Given the reactants [F:1][CH2:2][CH:3]1[O:8][CH2:7][CH2:6][NH:5][CH2:4]1.[CH2:9]([O:11][C:12](=[O:23])[CH2:13][C:14]1[N:19]=[C:18](Cl)[CH:17]=[C:16]([O:21]C)[N:15]=1)[CH3:10].[Na+].[Cl-], predict the reaction product. The product is: [CH2:9]([O:11][C:12](=[O:23])[CH2:13][C:14]1[NH:15][C:16](=[O:21])[CH:17]=[C:18]([N:5]2[CH2:6][CH2:7][O:8][CH:3]([CH2:2][F:1])[CH2:4]2)[N:19]=1)[CH3:10].